From a dataset of Full USPTO retrosynthesis dataset with 1.9M reactions from patents (1976-2016). Predict the reactants needed to synthesize the given product. (1) Given the product [OH:25][CH2:24][C:2]#[C:3][CH2:4][CH:5]1[CH2:10][CH2:9][N:8]([C:11]([O:13][C:14]([CH3:17])([CH3:16])[CH3:15])=[O:12])[CH2:7][CH2:6]1, predict the reactants needed to synthesize it. The reactants are: Br[C:2](Br)=[CH:3][CH2:4][CH:5]1[CH2:10][CH2:9][N:8]([C:11]([O:13][C:14]([CH3:17])([CH3:16])[CH3:15])=[O:12])[CH2:7][CH2:6]1.[Li]CCCC.[CH2:24]=[O:25].[Cl-].[NH4+]. (2) Given the product [CH2-:22][C@H:21]1[C@H:16]([CH2-:1])[CH2:17][CH2:18][CH2:19][CH2:20]1.[CH2:37]1[NH:38][C:39]2[NH:48][C:47]([NH2:49])=[N:46][C:44](=[O:45])[C:40]=2[N:41]([CH:42]=[O:43])[CH:36]1[CH2:35][NH:34][C:18]1[CH:17]=[CH:16][C:21]([C:22]([NH:24][C@H:25]([C:31]([OH:33])=[O:32])[CH2:26][CH2:27][C:28]([OH:30])=[O:29])=[O:23])=[CH:20][CH:19]=1.[CH:50]1[NH:57][C:55](=[O:56])[NH:54][C:52](=[O:53])[C:51]=1[F:58].[C:11]([OH:12])([C:13]([OH:15])=[O:14])=[O:10].[Pt+2:8], predict the reactants needed to synthesize it. The reactants are: [CH2:1]1C[C@H]2[NH2][Pt:8]3([O:15][C:13](=[O:14])[C:11](=[O:12])[O:10]3)[NH2][C@@H]2CC1.[CH:16]1[C:21]([C:22]([NH:24][C@H:25]([C:31]([OH:33])=[O:32])[CH2:26][CH2:27][C:28]([OH:30])=[O:29])=[O:23])=[CH:20][CH:19]=[C:18]([NH:34][CH2:35][CH:36]2[N:41]([CH:42]=[O:43])[C:40]3[C:44]([N:46]=[C:47]([NH2:49])[NH:48][C:39]=3[NH:38][CH2:37]2)=[O:45])[CH:17]=1.[CH:50]1[NH:57][C:55](=[O:56])[NH:54][C:52](=[O:53])[C:51]=1[F:58]. (3) Given the product [CH2:38]([O:37][C:35](=[O:36])[C:34]([CH2:40][C:41]([N:43]1[CH2:48][CH2:47][O:46][CH2:45][CH2:44]1)=[O:42])([CH2:20][CH:21]=[CH:22][C:23]1[CH:28]=[CH:27][CH:26]=[CH:25][CH:24]=1)[C:33]([O:32][CH2:30][CH3:31])=[O:49])[CH3:39], predict the reactants needed to synthesize it. The reactants are: C1C=CC(P(C2C=CC=CC=2)C2C=CC=CC=2)=CC=1.[CH2:20](O)[CH:21]=[CH:22][C:23]1[CH:28]=[CH:27][CH:26]=[CH:25][CH:24]=1.[CH2:30]([O:32][C:33](=[O:49])[CH:34]([CH2:40][C:41]([N:43]1[CH2:48][CH2:47][O:46][CH2:45][CH2:44]1)=[O:42])[C:35]([O:37][CH2:38][CH3:39])=[O:36])[CH3:31].[H-].[Na+].B(F)(F)F.